Dataset: Full USPTO retrosynthesis dataset with 1.9M reactions from patents (1976-2016). Task: Predict the reactants needed to synthesize the given product. (1) Given the product [ClH:1].[CH3:7][NH:8][CH2:10][CH2:11][CH2:12][NH:13][C:14]([CH:16]1[CH2:19][CH2:18][CH2:17]1)=[O:15], predict the reactants needed to synthesize it. The reactants are: [ClH:1].C(O[C:7](=O)[N:8]([CH2:10][CH2:11][CH2:12][NH:13][C:14]([CH:16]1[CH2:19][CH2:18][CH2:17]1)=[O:15])C)(C)(C)C. (2) Given the product [Br:1][C:2]1[N:3]=[C:4]([NH:23][CH2:22][C:21]2[C:20]([F:19])=[CH:27][CH:26]=[CH:25][C:24]=2[F:28])[C:5]([NH2:8])=[N:6][CH:7]=1, predict the reactants needed to synthesize it. The reactants are: [Br:1][C:2]1[N:3]=[C:4](NCC2C(Cl)=CC=CC=2Cl)[C:5]([NH2:8])=[N:6][CH:7]=1.[F:19][C:20]1[CH:27]=[CH:26][CH:25]=[C:24]([F:28])[C:21]=1[CH2:22][NH2:23]. (3) Given the product [F:22][C:4]([F:3])([F:21])[C:5]1[CH:6]=[C:7]([C:11]2[CH:20]=[CH:19][C:14]3[NH:15][C:16]([NH:18][C:37]([C:35]4[N:36]=[C:30]5[CH:29]=[CH:28][C:27]([C:26]#[C:25][C:24]([OH:23])([CH3:41])[CH3:40])=[C:32]([CH3:33])[N:31]5[CH:34]=4)=[O:38])=[N:17][C:13]=3[CH:12]=2)[CH:8]=[CH:9][CH:10]=1, predict the reactants needed to synthesize it. The reactants are: Br.Br.[F:3][C:4]([F:22])([F:21])[C:5]1[CH:6]=[C:7]([C:11]2[CH:20]=[CH:19][C:14]3[NH:15][C:16]([NH2:18])=[N:17][C:13]=3[CH:12]=2)[CH:8]=[CH:9][CH:10]=1.[OH:23][C:24]([CH3:41])([CH3:40])[C:25]#[C:26][C:27]1[CH:28]=[CH:29][C:30]2[N:31]([CH:34]=[C:35]([C:37](O)=[O:38])[N:36]=2)[C:32]=1[CH3:33].CN(C(ON1N=NC2C=CC=CC1=2)=[N+](C)C)C.F[P-](F)(F)(F)(F)F.CCN(C(C)C)C(C)C. (4) Given the product [CH3:18][O:17][CH2:16][CH2:15][O:14][C:12]1[C:11]([C:19]([F:22])([F:21])[F:20])=[CH:10][C:9]2[NH:23][C:24](=[O:41])[CH2:25][C:26]([C:28]3[CH:33]=[CH:32][CH:31]=[C:30]([C:34]4[CH:39]=[CH:38][N:37]=[C:36]([CH3:40])[CH:35]=4)[CH:29]=3)=[N:7][C:8]=2[CH:13]=1, predict the reactants needed to synthesize it. The reactants are: C(OC(=O)[NH:7][C:8]1[CH:13]=[C:12]([O:14][CH2:15][CH2:16][O:17][CH3:18])[C:11]([C:19]([F:22])([F:21])[F:20])=[CH:10][C:9]=1[NH:23][C:24](=[O:41])[CH2:25][C:26]([C:28]1[CH:33]=[CH:32][CH:31]=[C:30]([C:34]2[CH:39]=[CH:38][N:37]=[C:36]([CH3:40])[CH:35]=2)[CH:29]=1)=O)(C)(C)C.C(O)(C(F)(F)F)=O. (5) Given the product [CH:5]([C:4]1[CH:3]=[C:2]([CH:9]=[CH:8][CH:7]=1)[O:1][C@@H:11]([CH3:13])[C:10]([O:15][C:16]([CH3:19])([CH3:18])[CH3:17])=[O:14])=[O:6], predict the reactants needed to synthesize it. The reactants are: [OH:1][C:2]1[CH:3]=[C:4]([CH:7]=[CH:8][CH:9]=1)[CH:5]=[O:6].[C:10]([O:15][C:16]([CH3:19])([CH3:18])[CH3:17])(=[O:14])[C@@H:11]([CH3:13])O.C1(P(C2C=CC=CC=2)C2C=CC=CC=2)C=CC=CC=1.N(C(OCC)=O)=NC(OCC)=O. (6) Given the product [CH2:3]([N:2]([CH3:1])[C:11]1[CH:12]=[C:13]([OH:17])[CH:14]=[CH:15][CH:16]=1)[C:4]1[CH:9]=[CH:8][CH:7]=[CH:6][CH:5]=1, predict the reactants needed to synthesize it. The reactants are: [CH3:1][NH:2][CH2:3][C:4]1[CH:9]=[CH:8][CH:7]=[CH:6][CH:5]=1.Br[C:11]1[CH:12]=[C:13]([OH:17])[CH:14]=[CH:15][CH:16]=1.C1NP2NCCN(CCN2)C1.[Li+].C[Si]([N-][Si](C)(C)C)(C)C.C1(C)C=CC=CC=1. (7) Given the product [CH2:21]([NH:28][C:29]([NH:1][CH2:2][CH2:3][CH2:4][O:5][C:6]1[CH:7]=[C:8]2[C:12](=[CH:13][CH:14]=1)[NH:11][C:10]([CH2:15][CH2:16][C:17]([O:19][CH3:20])=[O:18])=[CH:9]2)=[O:30])[C:22]1[CH:27]=[CH:26][CH:25]=[CH:24][CH:23]=1, predict the reactants needed to synthesize it. The reactants are: [NH2:1][CH2:2][CH2:3][CH2:4][O:5][C:6]1[CH:7]=[C:8]2[C:12](=[CH:13][CH:14]=1)[NH:11][C:10]([CH2:15][CH2:16][C:17]([O:19][CH3:20])=[O:18])=[CH:9]2.[CH2:21]([N:28]=[C:29]=[O:30])[C:22]1[CH:27]=[CH:26][CH:25]=[CH:24][CH:23]=1. (8) Given the product [C:1]([O:5][C:6]([NH:8][CH:9]([C@H:13]([CH3:21])[CH2:14][CH:15]([CH3:20])[CH2:16][CH2:17][CH:18]=[CH2:19])[C:10]([N:59]1[CH2:60][C@H:56]([OH:55])[CH2:57][C@H:58]1[C:61]([O:63][CH3:64])=[O:62])=[O:12])=[O:7])([CH3:2])([CH3:3])[CH3:4], predict the reactants needed to synthesize it. The reactants are: [C:1]([O:5][C:6]([NH:8][CH:9]([C@H:13]([CH3:21])[CH2:14][CH:15]([CH3:20])[CH2:16][CH2:17][CH:18]=[CH2:19])[C:10]([OH:12])=O)=[O:7])([CH3:4])([CH3:3])[CH3:2].CCN(C(C)C)C(C)C.CN(C(ON1N=NC2C=CC=NC1=2)=[N+](C)C)C.F[P-](F)(F)(F)(F)F.[OH:55][C@H:56]1[CH2:60][NH:59][C@H:58]([C:61]([O:63][CH3:64])=[O:62])[CH2:57]1. (9) Given the product [CH3:1][S:2]([O:20][CH:18]1[CH2:17][CH2:16][O:15][CH:14]([C:10]2[CH:11]=[N:12][CH:13]=[C:8]([C:7]([F:6])([F:21])[F:22])[CH:9]=2)[CH2:19]1)(=[O:4])=[O:3], predict the reactants needed to synthesize it. The reactants are: [CH3:1][S:2](Cl)(=[O:4])=[O:3].[F:6][C:7]([F:22])([F:21])[C:8]1[CH:9]=[C:10]([CH:14]2[CH2:19][CH:18]([OH:20])[CH2:17][CH2:16][O:15]2)[CH:11]=[N:12][CH:13]=1. (10) Given the product [Cl:21][C:22]1[CH:23]=[C:24]([C:25](=[NH:26])[NH:27][C:13](=[O:15])[C:12]2[C:16]([F:20])=[CH:17][N:18]=[CH:19][C:11]=2[CH:8]2[CH2:9][CH2:10]2)[CH:28]=[CH:29][N:30]=1, predict the reactants needed to synthesize it. The reactants are: FC(F)(F)C(O)=O.[CH:8]1([C:11]2[CH:19]=[N:18][CH:17]=[C:16]([F:20])[C:12]=2[C:13]([OH:15])=O)[CH2:10][CH2:9]1.[Cl:21][C:22]1[CH:23]=[C:24]([CH:28]=[CH:29][N:30]=1)[C:25]([NH2:27])=[NH:26].Cl.F[P-](F)(F)(F)(F)F.C[N+](C)=C(N(C)C)ON1C2N=CC=CC=2N=N1.C(N(CC)C(C)C)(C)C.